From a dataset of Full USPTO retrosynthesis dataset with 1.9M reactions from patents (1976-2016). Predict the reactants needed to synthesize the given product. (1) Given the product [ClH:11].[ClH:40].[Cl:11][C:12]1[C:17]([F:18])=[CH:16][C:15]([C:19]2[N:20]=[C:21]([N:28]3[CH2:33][CH2:32][NH:31][CH:30]([CH2:34][OH:35])[CH2:29]3)[C:22]3[S:27][CH:26]=[CH:25][C:23]=3[N:24]=2)=[C:14]([F:39])[CH:13]=1, predict the reactants needed to synthesize it. The reactants are: [H-].C([Al+]CC(C)C)C(C)C.[Cl:11][C:12]1[C:17]([F:18])=[CH:16][C:15]([C:19]2[N:20]=[C:21]([N:28]3[CH2:33][CH2:32][NH:31][CH:30]([C:34](OCC)=[O:35])[CH2:29]3)[C:22]3[S:27][CH:26]=[CH:25][C:23]=3[N:24]=2)=[C:14]([F:39])[CH:13]=1.[ClH:40].[OH-].[Na+].Cl.O1CCOCC1. (2) Given the product [C:23]([Si:27]([O:28][C:29]1[C:30]([CH3:44])=[C:31]2[C:36](=[C:37]([CH3:40])[C:38]=1[CH3:39])[O:35][C:34]([CH:41]=[CH:2][CH2:3][CH:4]([CH3:11])[CH2:5][CH2:6][CH2:7][CH:8]([CH3:10])[CH3:9])([CH3:43])[CH2:33][CH2:32]2)([CH3:46])[CH3:45])([CH3:24])([CH3:26])[CH3:25], predict the reactants needed to synthesize it. The reactants are: Br[CH:2]([PH3+])[CH2:3][CH:4]([CH3:11])[CH2:5][CH2:6][CH2:7][CH:8]([CH3:10])[CH3:9].C[Si]([N-][Si](C)(C)C)(C)C.[Li+].[C:23]([Si:27]([CH3:46])([CH3:45])[O:28][C:29]1[C:30]([CH3:44])=[C:31]2[C:36](=[C:37]([CH3:40])[C:38]=1[CH3:39])[O:35][C:34]([CH3:43])([CH:41]=O)[CH2:33][CH2:32]2)([CH3:26])([CH3:25])[CH3:24]. (3) Given the product [Cl-:1].[OH:36][CH:35]1[CH:37]([CH2:38][OH:39])[O:40][CH:33]([N:41]2[CH:48]=[CH:47][C:45]([NH:46][C:2]([C:5]3[S:6][C:7]([C:27]4[CH:28]=[CH:29][CH:30]=[CH:31][CH:32]=4)=[CH:8][C:9]=3[N:10]([C:18]([CH:20]3[CH2:21][CH2:22][CH:23]([CH3:26])[CH2:24][CH2:25]3)=[O:19])[CH:11]3[CH2:16][CH2:15][NH+:14]([CH3:17])[CH2:13][CH2:12]3)=[O:3])=[N:44][C:42]2=[O:43])[CH2:34]1, predict the reactants needed to synthesize it. The reactants are: [Cl-:1].[C:2]([C:5]1[S:6][C:7]([C:27]2[CH:32]=[CH:31][CH:30]=[CH:29][CH:28]=2)=[CH:8][C:9]=1[N:10]([C:18]([CH:20]1[CH2:25][CH2:24][CH:23]([CH3:26])[CH2:22][CH2:21]1)=[O:19])[CH:11]1[CH2:16][CH2:15][NH+:14]([CH3:17])[CH2:13][CH2:12]1)(O)=[O:3].[C@@H:33]1([N:41]2[CH:48]=[CH:47][C:45]([NH2:46])=[N:44][C:42]2=[O:43])[O:40][C@H:37]([CH2:38][OH:39])[C@@H:35]([OH:36])[CH2:34]1.CN(C(ON1N=NC2C=CC=NC1=2)=[N+](C)C)C.F[P-](F)(F)(F)(F)F.C(N(C(C)C)CC)(C)C.C([O-])(O)=O.[Na+]. (4) Given the product [Cl:1][C:2]1[CH:7]=[CH:6][C:5]([C:8]2([CH2:21][C:22]#[N:23])[CH2:13][CH2:12][NH:11][CH2:10][CH2:9]2)=[CH:4][CH:3]=1, predict the reactants needed to synthesize it. The reactants are: [Cl:1][C:2]1[CH:7]=[CH:6][C:5]([C:8]2([CH2:21][C:22]#[N:23])[CH2:13][CH2:12][N:11](C(OC(C)(C)C)=O)[CH2:10][CH2:9]2)=[CH:4][CH:3]=1.Cl. (5) Given the product [CH2:1]([O:8][C:9]1[C:14]([CH3:15])=[C:13]([CH3:16])[C:12]([O:17][CH2:18][C:19]2[CH:24]=[CH:23][CH:22]=[CH:21][CH:20]=2)=[C:11]([CH3:25])[C:10]=1[O:26][C:38]1[CH:37]=[C:36]([CH:35]=[CH:34][C:39]=1[N+:40]([O-:42])=[O:41])[C:43]([O:45][CH3:46])=[O:44])[C:2]1[CH:3]=[CH:4][CH:5]=[CH:6][CH:7]=1, predict the reactants needed to synthesize it. The reactants are: [CH2:1]([O:8][C:9]1[C:14]([CH3:15])=[C:13]([CH3:16])[C:12]([O:17][CH2:18][C:19]2[CH:24]=[CH:23][CH:22]=[CH:21][CH:20]=2)=[C:11]([CH3:25])[C:10]=1[OH:26])[C:2]1[CH:7]=[CH:6][CH:5]=[CH:4][CH:3]=1.C(=O)([O-])[O-].[Cs+].[Cs+].F[C:34]1[CH:35]=[C:36]([C:43]([O:45][CH3:46])=[O:44])[CH:37]=[CH:38][C:39]=1[N+:40]([O-:42])=[O:41]. (6) Given the product [Br:14][C:15]1[CH:24]=[CH:23][C:18]([C:19]([NH:1][C:2]2[CH:3]=[C:4]([C:5]#[N:6])[CH:7]=[CH:8][N:9]=2)=[O:20])=[CH:17][C:16]=1[O:25][CH3:26], predict the reactants needed to synthesize it. The reactants are: [NH2:1][C:2]1[CH:3]=[C:4]([CH:7]=[CH:8][N:9]=1)[C:5]#[N:6].[Al](C)(C)C.[Br:14][C:15]1[CH:24]=[CH:23][C:18]([C:19](OC)=[O:20])=[CH:17][C:16]=1[O:25][CH3:26]. (7) The reactants are: [N-:1]=[N+:2]=[N-:3].[Na+].[C:5]([O:9][C:10](=[O:27])[C@@H:11]([NH:19][C:20]([O:22][C:23]([CH3:26])([CH3:25])[CH3:24])=[O:21])[CH2:12][CH:13]([S:16][S:17][CH3:18])[CH2:14]Br)([CH3:8])([CH3:7])[CH3:6]. Given the product [C:5]([O:9][C:10](=[O:27])[C@@H:11]([NH:19][C:20]([O:22][C:23]([CH3:26])([CH3:25])[CH3:24])=[O:21])[CH2:12][CH:13]([S:16][S:17][CH3:18])[CH2:14][N:1]=[N+:2]=[N-:3])([CH3:8])([CH3:6])[CH3:7], predict the reactants needed to synthesize it.